From a dataset of Forward reaction prediction with 1.9M reactions from USPTO patents (1976-2016). Predict the product of the given reaction. (1) Given the reactants [OH:1][C:2]1[CH:3]=[C:4]([CH:9]=[CH:10][C:11]=1I)[C:5]([O:7][CH3:8])=[O:6].[CH3:13][Si:14]([C:17]#[CH:18])([CH3:16])[CH3:15], predict the reaction product. The product is: [OH:1][C:2]1[CH:3]=[C:4]([CH:9]=[CH:10][C:11]=1[C:18]#[C:17][Si:14]([CH3:16])([CH3:15])[CH3:13])[C:5]([O:7][CH3:8])=[O:6]. (2) Given the reactants [F:1][C:2]1[CH:23]=[C:22](I)[CH:21]=[CH:20][C:3]=1[NH:4][C:5]1[C:6]([C:13]([NH:15][O:16][CH2:17][CH2:18][OH:19])=[O:14])=[CH:7][N:8]([CH3:12])[C:9](=[O:11])[CH:10]=1.[CH2:25]([OH:28])[C:26]#[CH:27], predict the reaction product. The product is: [F:1][C:2]1[CH:23]=[C:22]([C:27]#[C:26][CH2:25][OH:28])[CH:21]=[CH:20][C:3]=1[NH:4][C:5]1[C:6]([C:13]([NH:15][O:16][CH2:17][CH2:18][OH:19])=[O:14])=[CH:7][N:8]([CH3:12])[C:9](=[O:11])[CH:10]=1. (3) Given the reactants Br[C:2]1[CH:3]=[C:4]([C:8]2[CH:13]=[C:12]([C:14]3[CH:19]=[CH:18][C:17]([C:20]([F:23])([F:22])[F:21])=[CH:16][CH:15]=3)[CH:11]=[C:10]([C:24]([F:27])([F:26])[F:25])[N:9]=2)[CH:5]=[CH:6][CH:7]=1.[NH2:28][C:29]1[CH:34]=[CH:33][C:32](B2OC(C)(C)C(C)(C)O2)=[CH:31][N:30]=1, predict the reaction product. The product is: [F:25][C:24]([F:27])([F:26])[C:10]1[N:9]=[C:8]([C:4]2[CH:3]=[C:2]([C:32]3[CH:33]=[CH:34][C:29]([NH2:28])=[N:30][CH:31]=3)[CH:7]=[CH:6][CH:5]=2)[CH:13]=[C:12]([C:14]2[CH:19]=[CH:18][C:17]([C:20]([F:23])([F:22])[F:21])=[CH:16][CH:15]=2)[CH:11]=1. (4) The product is: [C:20]([O:19][C:17]([NH:16][C@H:15]([C:24]([O:26][CH3:27])=[O:25])[CH2:14][C:11]1[CH:10]=[CH:9][C:8]([C:5]#[C:4][CH2:3][CH:2]([OH:6])[CH3:1])=[CH:13][N:12]=1)=[O:18])([CH3:22])([CH3:23])[CH3:21]. Given the reactants [CH3:1][CH:2]([OH:6])[CH2:3][C:4]#[CH:5].Br[C:8]1[CH:9]=[CH:10][C:11]([CH2:14][C@@H:15]([C:24]([O:26][CH3:27])=[O:25])[NH:16][C:17]([O:19][C:20]([CH3:23])([CH3:22])[CH3:21])=[O:18])=[N:12][CH:13]=1, predict the reaction product. (5) Given the reactants [Br:1][C:2]1[CH:10]=[C:9]2[C:5]([C:6](=O)[N:7]([CH2:12][C:13]3[CH:18]=[CH:17][C:16]([O:19][CH3:20])=[CH:15][CH:14]=3)[C:8]2=O)=[CH:4][C:3]=1[C:22](OCC1C=CC(OC)=CC=1)=[O:23].B.C1COCC1.CO, predict the reaction product. The product is: [Br:1][C:2]1[CH:10]=[C:9]2[C:5]([CH2:6][N:7]([CH2:12][C:13]3[CH:18]=[CH:17][C:16]([O:19][CH3:20])=[CH:15][CH:14]=3)[CH2:8]2)=[CH:4][C:3]=1[CH2:22][OH:23]. (6) The product is: [Br:61][C:59]1[CH:58]=[CH:57][C:55]2[O:56][C:51]3[C:50](=[O:62])[NH:49][C:48]([C:46]4[CH:47]=[C:42]([NH:41][C:9]([C:10]5[CH:11]=[CH:12][N:13]=[CH:14][CH:15]=5)=[O:17])[CH:43]=[CH:44][C:45]=4[Cl:63])=[N:53][C:52]=3[C:54]=2[CH:60]=1. Given the reactants CN(C)CCC(O)=O.[C:9]([OH:17])(=O)[C:10]1[CH:15]=[CH:14][N:13]=[CH:12][CH:11]=1.NC1C=CC(C2NC(=O)C3OC4C=CC(Br)=CC=4C=3N=2)=C(Cl)C=1.[NH2:41][C:42]1[CH:43]=[CH:44][C:45]([Cl:63])=[C:46]([C:48]2[NH:49][C:50](=[O:62])[C:51]3[O:56][C:55]4[CH:57]=[CH:58][C:59]([Br:61])=[CH:60][C:54]=4[C:52]=3[N:53]=2)[CH:47]=1, predict the reaction product.